From a dataset of Catalyst prediction with 721,799 reactions and 888 catalyst types from USPTO. Predict which catalyst facilitates the given reaction. (1) Reactant: OO.[NH2:3][C:4]1([CH2:18][NH:19][C:20](=[O:29])[C:21]2[CH:26]=[CH:25][C:24]([F:27])=[CH:23][C:22]=2[F:28])[CH2:8][CH2:7][N:6]([C:9]2[C:14]([C:15]#[N:16])=[C:13]([NH2:17])[N:12]=[CH:11][N:10]=2)[CH2:5]1.C(=O)([O-])[O-:31].[K+].[K+]. Product: [NH2:17][C:13]1[C:14]([C:15]([NH2:16])=[O:31])=[C:9]([N:6]2[CH2:7][CH2:8][C:4]([NH2:3])([CH2:18][NH:19][C:20](=[O:29])[C:21]3[CH:26]=[CH:25][C:24]([F:27])=[CH:23][C:22]=3[F:28])[CH2:5]2)[N:10]=[CH:11][N:12]=1. The catalyst class is: 16. (2) Reactant: [Br:1][C:2]1[CH:7]=[CH:6][C:5]([C:8]([NH2:11])([CH3:10])[CH3:9])=[CH:4][CH:3]=1.CCN(CC)CC.[CH3:19][C:20]([O:23][C:24](O[C:24]([O:23][C:20]([CH3:22])([CH3:21])[CH3:19])=[O:25])=[O:25])([CH3:22])[CH3:21]. Product: [Br:1][C:2]1[CH:3]=[CH:4][C:5]([C:8]([NH:11][C:24](=[O:25])[O:23][C:20]([CH3:22])([CH3:21])[CH3:19])([CH3:9])[CH3:10])=[CH:6][CH:7]=1. The catalyst class is: 2. (3) Reactant: Br[C:2]1[CH:7]=[CH:6][C:5]([F:8])=[CH:4][C:3]=1[Cl:9].C([Li])CCC.[Cl:15][C:16]1[N:17]=[CH:18][N:19]([C:23]2[C:28]([F:29])=[CH:27][CH:26]=[CH:25][C:24]=2[F:30])[C:20]=1[CH:21]=[O:22].[Cl-].[NH4+]. Product: [Cl:15][C:16]1[N:17]=[CH:18][N:19]([C:23]2[C:28]([F:29])=[CH:27][CH:26]=[CH:25][C:24]=2[F:30])[C:20]=1[CH:21]([C:2]1[CH:7]=[CH:6][C:5]([F:8])=[CH:4][C:3]=1[Cl:9])[OH:22]. The catalyst class is: 30.